The task is: Predict the product of the given reaction.. This data is from Forward reaction prediction with 1.9M reactions from USPTO patents (1976-2016). (1) The product is: [CH3:29][C:25]1([CH3:28])[CH2:24][C:23]2[CH:22]=[CH:21][CH:20]=[C:19]([CH2:18][N:15]3[CH2:14][CH2:13][C:10]4([CH2:11][CH2:12][N:7]([C:5](=[O:6])[C:4]5[CH:30]=[CH:31][N:32]=[C:2]([N:37]6[CH2:38][CH2:39][CH2:40][C@H:36]6[CH2:35][O:34][CH3:33])[CH:3]=5)[CH2:8][CH2:9]4)[CH2:17][CH2:16]3)[C:27]=2[O:26]1. Given the reactants Cl[C:2]1[CH:3]=[C:4]([CH:30]=[CH:31][N:32]=1)[C:5]([N:7]1[CH2:12][CH2:11][C:10]2([CH2:17][CH2:16][N:15]([CH2:18][C:19]3[C:27]4[O:26][C:25]([CH3:29])([CH3:28])[CH2:24][C:23]=4[CH:22]=[CH:21][CH:20]=3)[CH2:14][CH2:13]2)[CH2:9][CH2:8]1)=[O:6].[CH3:33][O:34][CH2:35][C@@H:36]1[CH2:40][CH2:39][CH2:38][NH:37]1, predict the reaction product. (2) Given the reactants [C:1]([O:5][C:6]([N:8]1[CH2:13][CH2:12][CH2:11][C@H:10]([NH:14][CH2:15][C:16]2[CH:17]=[C:18]3[C:22](=[CH:23][C:24]=2[O:25][CH3:26])[CH2:21][O:20][CH:19]3[C:27]([F:30])([F:29])[F:28])[C@@H:9]1[C:31]1[CH:36]=[CH:35][CH:34]=[CH:33][CH:32]=1)=[O:7])([CH3:4])([CH3:3])[CH3:2].FC(F)(F)C1([C:42]2[CH:47]=[CH:46][CH:45]=[CH:44][CH:43]=2)[C:47]2[C:42](=[CH:43][C:44](OC)=[C:45](C=O)[CH:46]=2)CO1, predict the reaction product. The product is: [C:1]([O:5][C:6]([N:8]1[CH2:13][CH2:12][CH2:11][C@H:10]([NH:14][CH2:15][C:16]2[CH:17]=[C:18]3[C:22](=[CH:23][C:24]=2[O:25][CH3:26])[CH2:21][O:20][C:19]3([C:42]2[CH:47]=[CH:46][CH:45]=[CH:44][CH:43]=2)[C:27]([F:30])([F:28])[F:29])[C@@H:9]1[C:31]1[CH:32]=[CH:33][CH:34]=[CH:35][CH:36]=1)=[O:7])([CH3:4])([CH3:2])[CH3:3]. (3) Given the reactants [N+:1]([C:4]1[CH:21]=[C:20]([N+:22]([O-:24])=[O:23])[CH:19]=[CH:18][C:5]=1[O:6][N:7]1C(=O)C2C(=CC=CC=2)C1=O)([O-:3])=[O:2].O.NN, predict the reaction product. The product is: [N+:1]([C:4]1[CH:21]=[C:20]([N+:22]([O-:24])=[O:23])[CH:19]=[CH:18][C:5]=1[O:6][NH2:7])([O-:3])=[O:2]. (4) The product is: [CH2:17]([O:16][CH:4]([O:3][CH2:1][CH3:2])/[CH:5]=[CH:6]/[C:20]1[C:25]([N+:26]([O-:28])=[O:27])=[CH:24][CH:23]=[CH:22][C:21]=1[F:29])[CH3:18]. Given the reactants [CH2:1]([O:3][CH:4]([O:16][CH2:17][CH3:18])[CH:5]=[CH:6]B1OC(C)(C)C(C)(C)O1)[CH3:2].Br[C:20]1[C:25]([N+:26]([O-:28])=[O:27])=[CH:24][CH:23]=[CH:22][C:21]=1[F:29].C(=O)([O-])[O-].[Cs+].[Cs+], predict the reaction product. (5) Given the reactants C=O.[NH2:3][C:4]1[CH:9]=[CH:8][CH:7]=[CH:6][CH:5]=1.N1CCC[C@H:11]1C(O)=O.[C:18]1(=[O:24])[CH2:23][CH2:22][CH2:21][CH:20]=[CH:19]1, predict the reaction product. The product is: [C:4]1([N:3]2[CH2:11][C@@H:23]3[CH2:22][CH2:21][C@H:20]2[CH2:19][C:18]3=[O:24])[CH:9]=[CH:8][CH:7]=[CH:6][CH:5]=1. (6) Given the reactants Cl[CH:2]=[CH:3][C:4]1([C:18]2[CH:23]=[CH:22][CH:21]=[C:20]([O:24][CH3:25])[CH:19]=2)[CH2:9][CH2:8][N:7]([C:10]2[CH:15]=[CH:14][CH:13]=[CH:12][C:11]=2[O:16][CH3:17])[CH2:6][CH2:5]1.CC(C)([O-])C.[K+].[Cl-].[NH4+], predict the reaction product. The product is: [C:3]([C:4]1([C:18]2[CH:23]=[CH:22][CH:21]=[C:20]([O:24][CH3:25])[CH:19]=2)[CH2:5][CH2:6][N:7]([C:10]2[CH:15]=[CH:14][CH:13]=[CH:12][C:11]=2[O:16][CH3:17])[CH2:8][CH2:9]1)#[CH:2].